This data is from Forward reaction prediction with 1.9M reactions from USPTO patents (1976-2016). The task is: Predict the product of the given reaction. (1) Given the reactants ClC1C=CC(CC2C(=O)OC(C)(C)OC2=O)=CC=1.BrC1C=C2C(=CC=1)N=C(Cl)C(CC1C=CC(Cl)=CC=1)=C2Cl.[CH3:40][S:41]([C:44]1[CH:60]=[CH:59][C:47]([CH2:48][CH:49]2[C:54](=[O:55])[O:53]C(C)(C)[O:51][C:50]2=[O:58])=[CH:46][CH:45]=1)(=[O:43])=[O:42], predict the reaction product. The product is: [CH3:40][S:41]([C:44]1[CH:45]=[CH:46][C:47]([CH2:48][CH:49]([C:50]([OH:58])=[O:51])[C:54]([OH:55])=[O:53])=[CH:59][CH:60]=1)(=[O:42])=[O:43]. (2) Given the reactants [Cl:1][CH2:2][C@H:3]1[C:11]2[C:10]3[CH:12]=[CH:13][CH:14]=[CH:15][C:9]=3[C:8]([OH:16])=[CH:7][C:6]=2[N:5]([C:17]([O:19][C:20]([CH3:23])([CH3:22])[CH3:21])=[O:18])[CH2:4]1.CCN(C(C)C)C(C)C.Cl[C:34]([O:36][C:37]1[CH:42]=[CH:41][C:40]([N+:43]([O-:45])=[O:44])=[CH:39][CH:38]=1)=[O:35], predict the reaction product. The product is: [Cl:1][CH2:2][C@H:3]1[C:11]2[C:10]3[CH:12]=[CH:13][CH:14]=[CH:15][C:9]=3[C:8]([O:16][C:34]([O:36][C:37]3[CH:38]=[CH:39][C:40]([N+:43]([O-:45])=[O:44])=[CH:41][CH:42]=3)=[O:35])=[CH:7][C:6]=2[N:5]([C:17]([O:19][C:20]([CH3:23])([CH3:22])[CH3:21])=[O:18])[CH2:4]1. (3) Given the reactants Cl.Cl.Cl.[NH:4]1[CH2:9][CH2:8][CH:7]([N:10]2[CH2:13][C:12]([CH2:36][C:37]#[N:38])([N:14]3[CH:18]=[CH:17][C:16]([C:19]4[C:20]5[CH:27]=[CH:26][N:25](COCC[Si](C)(C)C)[C:21]=5[N:22]=[CH:23][N:24]=4)=[CH:15]3)[CH2:11]2)[CH2:6][CH2:5]1.[CH3:39][S:40](Cl)(=[O:42])=[O:41], predict the reaction product. The product is: [CH3:39][S:40]([N:4]1[CH2:9][CH2:8][CH:7]([N:10]2[CH2:13][C:12]([CH2:36][C:37]#[N:38])([N:14]3[CH:18]=[CH:17][C:16]([C:19]4[C:20]5[CH:27]=[CH:26][NH:25][C:21]=5[N:22]=[CH:23][N:24]=4)=[CH:15]3)[CH2:11]2)[CH2:6][CH2:5]1)(=[O:42])=[O:41]. (4) Given the reactants NCCC1N=CNC=1.[C:9]([N:16]1[CH:20]=[CH:19]N=C1)([N:11]1[CH:15]=[CH:14][N:13]=[CH:12]1)=[O:10], predict the reaction product. The product is: [CH:14]1[N:13]=[CH:12][N:11]2[C:15]=1[CH2:19][CH2:20][NH:16][C:9]2=[O:10]. (5) Given the reactants [CH3:1][O:2][C:3]1[C:12]2[O:13][C:14]([CH3:17])([CH3:16])[CH2:15][C:11]=2[C:10]2[C:9]([C:18]3[CH:23]=[CH:22][CH:21]=[CH:20][CH:19]=3)=[N:8][C:7]([CH3:25])([CH3:24])[CH2:6][C:5]=2[C:4]=1[CH2:26][C:27]([OH:29])=O.[Cl-].[NH4+].C([N:34](CC)CC)C, predict the reaction product. The product is: [CH3:1][O:2][C:3]1[C:12]2[O:13][C:14]([CH3:16])([CH3:17])[CH2:15][C:11]=2[C:10]2[C:9]([C:18]3[CH:19]=[CH:20][CH:21]=[CH:22][CH:23]=3)=[N:8][C:7]([CH3:24])([CH3:25])[CH2:6][C:5]=2[C:4]=1[CH2:26][C:27]([NH2:34])=[O:29]. (6) Given the reactants [CH3:1][C:2]1[CH:8]=[CH:7][C:5]([NH2:6])=[CH:4][C:3]=1[N+:9]([O-:11])=[O:10].[CH3:12][C:13]([O:16][C:17](O[C:17]([O:16][C:13]([CH3:15])([CH3:14])[CH3:12])=[O:18])=[O:18])([CH3:15])[CH3:14], predict the reaction product. The product is: [CH3:1][C:2]1[CH:8]=[CH:7][C:5]([NH:6][C:17](=[O:18])[O:16][C:13]([CH3:15])([CH3:14])[CH3:12])=[CH:4][C:3]=1[N+:9]([O-:11])=[O:10].